This data is from Reaction yield outcomes from USPTO patents with 853,638 reactions. The task is: Predict the reaction yield, written as a fraction of the theoretical maximum amount of product (1.0 means a 100% yield; for example, 0.34 means a 34% yield). (1) The reactants are CS([O:5][CH2:6][CH:7]1[CH2:12][CH2:11][N:10]([C:13]2[O:17][N:16]=[C:15]([CH:18]([CH3:20])[CH3:19])[N:14]=2)[CH2:9][CH2:8]1)(=O)=O.Cl.[F:22][C:23]1[CH:28]=[C:27]([S:29][CH3:30])[CH:26]=[CH:25][C:24]=1[C:31]1[N:36]=[CH:35][C:34](O)=[CH:33][CH:32]=1.C(=O)([O-])[O-].[K+].[K+]. The catalyst is CN(C)C=O. The product is [F:22][C:23]1[CH:28]=[C:27]([S:29][CH3:30])[CH:26]=[CH:25][C:24]=1[C:31]1[CH:32]=[CH:33][C:34]([O:5][CH2:6][CH:7]2[CH2:8][CH2:9][N:10]([C:13]3[O:17][N:16]=[C:15]([CH:18]([CH3:19])[CH3:20])[N:14]=3)[CH2:11][CH2:12]2)=[CH:35][N:36]=1. The yield is 0.920. (2) The reactants are [Br:1][C:2]1[N:3]=[C:4]2[CH:10]=[C:9]([C:11]3[C:19]4[C:14](=[CH:15][CH:16]=[C:17]([O:20][CH3:21])[CH:18]=4)[N:13]([CH3:22])[CH:12]=3)[NH:8][C:5]2=[N:6][CH:7]=1.[H-].[Na+].[CH3:25][Si:26]([CH2:29][CH2:30][O:31][CH2:32]Cl)([CH3:28])[CH3:27]. The catalyst is CN(C=O)C. The product is [Br:1][C:2]1[N:3]=[C:4]2[CH:10]=[C:9]([C:11]3[C:19]4[C:14](=[CH:15][CH:16]=[C:17]([O:20][CH3:21])[CH:18]=4)[N:13]([CH3:22])[CH:12]=3)[N:8]([CH2:32][O:31][CH2:30][CH2:29][Si:26]([CH3:28])([CH3:27])[CH3:25])[C:5]2=[N:6][CH:7]=1. The yield is 0.890. (3) The reactants are [CH:1]1([CH2:4][NH:5][C:6]2[C:11]([NH2:12])=[CH:10][CH:9]=[CH:8][N:7]=2)[CH2:3][CH2:2]1.C(NC(C)C)(C)C.Cl[C:21](=[O:27])[C:22](OCC)=[O:23].O. The catalyst is ClCCl. The product is [CH:1]1([CH2:4][N:5]2[C:22](=[O:23])[C:21]([OH:27])=[N:12][C:11]3[CH:10]=[CH:9][CH:8]=[N:7][C:6]2=3)[CH2:2][CH2:3]1. The yield is 0.330. (4) The reactants are Br[CH2:2][C:3]([CH3:5])=[CH2:4].[Br:6][C:7]1[CH:12]=[CH:11][C:10]([N+:13]([O-:15])=[O:14])=[CH:9][C:8]=1[NH:16][C:17](=[O:19])[CH3:18].C(=O)([O-])[O-].[K+].[K+]. The catalyst is CN(C=O)C. The product is [Br:6][C:7]1[CH:12]=[CH:11][C:10]([N+:13]([O-:15])=[O:14])=[CH:9][C:8]=1[N:16]([CH2:2][C:3]([CH3:5])=[CH2:4])[C:17](=[O:19])[CH3:18]. The yield is 0.850. (5) The reactants are [S:1]1[C:5]2[CH:6]=[CH:7][CH:8]=[CH:9][C:4]=2[N:3]=[C:2]1[C:10]1[C:11]2[CH2:22][CH2:21][CH2:20][CH2:19][C:12]=2[S:13][C:14]=1[NH:15][C:16](=[O:18])[CH3:17].ClC1C(=O)C(C#N)=C(C#N)C(=O)C=1Cl. The catalyst is C1(C)C=CC=CC=1. The product is [S:1]1[C:5]2[CH:6]=[CH:7][CH:8]=[CH:9][C:4]=2[N:3]=[C:2]1[C:10]1[C:11]2[CH:22]=[CH:21][CH:20]=[CH:19][C:12]=2[S:13][C:14]=1[NH:15][C:16](=[O:18])[CH3:17]. The yield is 0.340.